The task is: Regression/Classification. Given a drug SMILES string, predict its absorption, distribution, metabolism, or excretion properties. Task type varies by dataset: regression for continuous measurements (e.g., permeability, clearance, half-life) or binary classification for categorical outcomes (e.g., BBB penetration, CYP inhibition). Dataset: cyp3a4_veith.. This data is from CYP3A4 inhibition data for predicting drug metabolism from PubChem BioAssay. (1) The compound is COc1ccc(-n2c(=O)c(-c3ccc(Cl)cc3)nc3cnc(N4CCNCC4)nc32)cc1. The result is 0 (non-inhibitor). (2) The compound is O=c1c(-c2cccs2)nc2cnc(N3CCNCC3)nc2n1CCc1ccccc1. The result is 1 (inhibitor). (3) The drug is C/C(CC(=O)Nc1ccccn1)=N\NC(=O)C(=O)Nc1cccc(Cl)c1C. The result is 0 (non-inhibitor). (4) The drug is COc1ccc2[nH]cc(CCNc3ncncc3-c3ccccc3OC)c2c1. The result is 1 (inhibitor).